From a dataset of Full USPTO retrosynthesis dataset with 1.9M reactions from patents (1976-2016). Predict the reactants needed to synthesize the given product. (1) Given the product [Cl:18][C:19]1[C:24]([Cl:25])=[CH:23][CH:22]=[CH:21][C:20]=1[N:26]1[CH2:31][CH2:30][N:29]([CH2:32][CH2:2][CH2:3][CH2:4][O:5][C:6]2[CH:14]=[C:10]3[C:9]([CH:39]=[N:40][NH:11]3)=[CH:8][CH:7]=2)[CH2:28][CH2:27]1, predict the reactants needed to synthesize it. The reactants are: Br[CH2:2][CH2:3][CH2:4][O:5][C:6]1[CH:7]=[CH:8][C:9]2SC=[N:11][C:10]=2[CH:14]=1.[Na+].[I-].Cl.[Cl:18][C:19]1[C:24]([Cl:25])=[CH:23][CH:22]=[CH:21][C:20]=1[N:26]1[CH2:31][CH2:30][NH:29][CH2:28][CH2:27]1.[C:32]([O-])([O-])=O.[K+].[K+].C[C:39]#[N:40]. (2) Given the product [CH2:8]([C:4]1[CH:3]=[C:2]([B:18]([OH:19])[OH:17])[CH:7]=[CH:6][CH:5]=1)[CH2:9][CH3:10], predict the reactants needed to synthesize it. The reactants are: Br[C:2]1[CH:7]=[CH:6][CH:5]=[C:4]([CH2:8][CH2:9][CH3:10])[CH:3]=1.[Li]CCCC.C[O:17][B:18](OC)[O:19]C. (3) The reactants are: [OH:1][C:2]1[CH:9]=[C:8]([OH:10])[CH:7]=[CH:6][C:3]=1[CH:4]=[O:5].[F-].[K+].[Cl:13][C:14]1[CH:21]=[CH:20][C:17]([CH2:18]Cl)=[CH:16][CH:15]=1. Given the product [Cl:13][C:14]1[CH:21]=[CH:20][C:17]([CH2:18][O:10][C:8]2[CH:7]=[CH:6][C:3]([CH:4]=[O:5])=[C:2]([OH:1])[CH:9]=2)=[CH:16][CH:15]=1, predict the reactants needed to synthesize it.